This data is from Forward reaction prediction with 1.9M reactions from USPTO patents (1976-2016). The task is: Predict the product of the given reaction. Given the reactants [Cl:1][C:2]1[CH:7]=[C:6]([Cl:8])[CH:5]=[CH:4][C:3]=1[CH2:9][CH2:10][O:11][C:12]1[CH:13]=[C:14]([CH:25]=[CH:26][C:27]=1[O:28][CH3:29])[C:15]([NH:17][CH2:18][CH:19]1[CH2:24][CH2:23][NH:22][CH2:21][CH2:20]1)=[O:16].Br[C:31]1[CH:36]=[CH:35][CH:34]=[CH:33][CH:32]=1.CC(C)([O-])C.[Na+], predict the reaction product. The product is: [Cl:1][C:2]1[CH:7]=[C:6]([Cl:8])[CH:5]=[CH:4][C:3]=1[CH2:9][CH2:10][O:11][C:12]1[CH:13]=[C:14]([CH:25]=[CH:26][C:27]=1[O:28][CH3:29])[C:15]([NH:17][CH2:18][CH:19]1[CH2:24][CH2:23][N:22]([C:31]2[CH:36]=[CH:35][CH:34]=[CH:33][CH:32]=2)[CH2:21][CH2:20]1)=[O:16].